This data is from Catalyst prediction with 721,799 reactions and 888 catalyst types from USPTO. The task is: Predict which catalyst facilitates the given reaction. (1) Reactant: [OH:1][C@H:2]([C@H:4]1[N:9](CC2C=CC(OC)=CC=2)[C:8]([CH3:20])([CH3:19])[CH2:7][C:6](=[O:21])[CH2:5]1)[CH3:3].C(O)(=O)C. Product: [OH:1][C@H:2]([C@H:4]1[NH:9][C:8]([CH3:20])([CH3:19])[CH2:7][C:6](=[O:21])[CH2:5]1)[CH3:3]. The catalyst class is: 293. (2) The catalyst class is: 60. Reactant: [NH2:1][C:2]1[CH:7]=[CH:6][CH:5]=[CH:4][C:3]=1[OH:8].[C:9](Cl)(=[O:12])[CH:10]=[CH2:11].[Cl-].[Li+]. Product: [OH:8][C:3]1[CH:4]=[CH:5][CH:6]=[CH:7][C:2]=1[NH:1][C:9](=[O:12])[CH:10]=[CH2:11]. (3) Product: [F:38][C:2]([F:37])([F:1])[C:3]1[CH:4]=[C:5]([CH:30]=[C:31]([C:33]([F:36])([F:34])[F:35])[CH:32]=1)[CH2:6][N:7]([C:24]1[N:25]=[N:26][N:27]([CH3:29])[N:28]=1)[C@H:8]1[CH2:14][CH2:13][CH2:12][N:11]([CH2:39][C:41]2[S:45][C:44]([C:46]([OH:48])=[O:47])=[CH:43][CH:42]=2)[C:10]2[CH:15]=[C:16]([C:20]([F:21])([F:22])[F:23])[C:17]([CH3:19])=[CH:18][C:9]1=2. The catalyst class is: 576. Reactant: [F:1][C:2]([F:38])([F:37])[C:3]1[CH:4]=[C:5]([CH:30]=[C:31]([C:33]([F:36])([F:35])[F:34])[CH:32]=1)[CH2:6][N:7]([C:24]1[N:25]=[N:26][N:27]([CH3:29])[N:28]=1)[C@H:8]1[CH2:14][CH2:13][CH2:12][NH:11][C:10]2[CH:15]=[C:16]([C:20]([F:23])([F:22])[F:21])[C:17]([CH3:19])=[CH:18][C:9]1=2.[CH:39]([C:41]1[S:45][C:44]([C:46]([OH:48])=[O:47])=[CH:43][CH:42]=1)=O.C(O)(=O)C.[BH-](OC(C)=O)(OC(C)=O)OC(C)=O.[Na+]. (4) Reactant: [Cl:1][C:2]1[CH:3]=[C:4]([NH:9][C:10]2[C:19]3[C:14](=[CH:15][C:16]([O:21][C@H:22]4[CH2:26][CH2:25][O:24][CH2:23]4)=[C:17]([NH2:20])[CH:18]=3)[N:13]=[CH:12][N:11]=2)[CH:5]=[CH:6][C:7]=1[F:8].CN(C(ON1N=NC2C=CC=NC1=2)=[N+](C)C)C.F[P-](F)(F)(F)(F)F.[CH2:51]([O:53][P:54]([CH:59]([F:63])[C:60](O)=[O:61])([O:56][CH2:57][CH3:58])=[O:55])[CH3:52].C(N(C(C)C)CC)(C)C. Product: [CH2:51]([O:53][P:54]([CH:59]([F:63])[C:60]([NH:20][C:17]1[CH:18]=[C:19]2[C:14](=[CH:15][C:16]=1[O:21][C@H:22]1[CH2:26][CH2:25][O:24][CH2:23]1)[N:13]=[CH:12][N:11]=[C:10]2[NH:9][C:4]1[CH:5]=[CH:6][C:7]([F:8])=[C:2]([Cl:1])[CH:3]=1)=[O:61])(=[O:55])[O:56][CH2:57][CH3:58])[CH3:52]. The catalyst class is: 18. (5) Reactant: [H-].[Na+].[Cl:3][C:4]1[CH:9]=[C:8]([C:10]2[CH:15]=[N:14][CH:13]=[C:12]([CH3:16])[N:11]=2)[CH:7]=[CH:6][C:5]=1[C:17]1[C:28](=[O:29])[NH:27][C:20]2[N:21]=[C:22]([S:25][CH3:26])[N:23]=[CH:24][C:19]=2[CH:18]=1.Br[CH2:31][CH2:32][O:33][Si:34]([C:37]([CH3:40])([CH3:39])[CH3:38])([CH3:36])[CH3:35]. Product: [Si:34]([O:33][CH2:32][CH2:31][N:27]1[C:20]2[N:21]=[C:22]([S:25][CH3:26])[N:23]=[CH:24][C:19]=2[CH:18]=[C:17]([C:5]2[CH:6]=[CH:7][C:8]([C:10]3[CH:15]=[N:14][CH:13]=[C:12]([CH3:16])[N:11]=3)=[CH:9][C:4]=2[Cl:3])[C:28]1=[O:29])([C:37]([CH3:40])([CH3:39])[CH3:38])([CH3:36])[CH3:35]. The catalyst class is: 3. (6) Reactant: [C:1]1([NH:7][C:8]([C:10]2[C:14]([N+:15]([O-])=O)=[CH:13][NH:12][N:11]=2)=[O:9])[CH:6]=[CH:5][CH:4]=[CH:3][CH:2]=1.O.O.[Sn](Cl)Cl. Product: [C:1]1([NH:7][C:8]([C:10]2[C:14]([NH2:15])=[CH:13][NH:12][N:11]=2)=[O:9])[CH:2]=[CH:3][CH:4]=[CH:5][CH:6]=1. The catalyst class is: 8. (7) Reactant: C[O:2][C:3]([C:5]1[C:13]2[C:8](=[CH:9][C:10]([C:14]3[CH:19]=[CH:18][C:17]([O:20][CH2:21][C:22]4[N:23]([C:30]5[C:35]([Cl:36])=[CH:34][CH:33]=[CH:32][C:31]=5[Cl:37])[N:24]=[N:25][C:26]=4[CH:27]4[CH2:29][CH2:28]4)=[CH:16][C:15]=3[CH3:38])=[CH:11][CH:12]=2)[N:7]([CH:39]([CH3:41])[CH3:40])[N:6]=1)=[O:4].C1COCC1.[Li+].[OH-].Cl. Product: [CH:27]1([C:26]2[N:25]=[N:24][N:23]([C:30]3[C:31]([Cl:37])=[CH:32][CH:33]=[CH:34][C:35]=3[Cl:36])[C:22]=2[CH2:21][O:20][C:17]2[CH:18]=[CH:19][C:14]([C:10]3[CH:9]=[C:8]4[C:13]([C:5]([C:3]([OH:4])=[O:2])=[N:6][N:7]4[CH:39]([CH3:41])[CH3:40])=[CH:12][CH:11]=3)=[C:15]([CH3:38])[CH:16]=2)[CH2:28][CH2:29]1. The catalyst class is: 72.